This data is from TCR-epitope binding with 47,182 pairs between 192 epitopes and 23,139 TCRs. The task is: Binary Classification. Given a T-cell receptor sequence (or CDR3 region) and an epitope sequence, predict whether binding occurs between them. The epitope is HPVGEADYFEY. The TCR CDR3 sequence is CASSPTDGGYYGYTF. Result: 0 (the TCR does not bind to the epitope).